From a dataset of NCI-60 drug combinations with 297,098 pairs across 59 cell lines. Regression. Given two drug SMILES strings and cell line genomic features, predict the synergy score measuring deviation from expected non-interaction effect. Drug 1: C1C(C(OC1N2C=C(C(=O)NC2=O)F)CO)O. Drug 2: C(CC(=O)O)C(=O)CN.Cl. Cell line: UACC62. Synergy scores: CSS=13.6, Synergy_ZIP=-1.80, Synergy_Bliss=3.95, Synergy_Loewe=-24.7, Synergy_HSA=1.13.